From a dataset of Reaction yield outcomes from USPTO patents with 853,638 reactions. Predict the reaction yield, written as a fraction of the theoretical maximum amount of product (1.0 means a 100% yield; for example, 0.34 means a 34% yield). (1) The reactants are [NH2:1][C:2]1[CH:3]=[C:4]([CH:8]=[CH:9][C:10]=1[Cl:11])[C:5]([OH:7])=[O:6].[CH3:12]O. The catalyst is S(Cl)(Cl)=O.O. The product is [NH2:1][C:2]1[CH:3]=[C:4]([CH:8]=[CH:9][C:10]=1[Cl:11])[C:5]([O:7][CH3:12])=[O:6]. The yield is 0.925. (2) The catalyst is O1CCCC1. The product is [Cl:1][C:2]1[N:7]=[C:6]([CH2:8][C:14]([C:13]2[CH:19]=[CH:20][C:10]([F:9])=[CH:11][CH:12]=2)=[O:15])[CH:5]=[CH:4][CH:3]=1. The yield is 0.660. The reactants are [Cl:1][C:2]1[N:7]=[C:6]([CH3:8])[CH:5]=[CH:4][CH:3]=1.[F:9][C:10]1[CH:20]=[CH:19][C:13]([C:14](OCC)=[O:15])=[CH:12][CH:11]=1.C[Si]([N-][Si](C)(C)C)(C)C.[Li+].